This data is from Catalyst prediction with 721,799 reactions and 888 catalyst types from USPTO. The task is: Predict which catalyst facilitates the given reaction. (1) Reactant: [OH:1][C@@H:2]1[CH2:6][C@H:5]([OH:7])[C@H:4]([CH2:8]/[CH:9]=[CH:10]\[CH2:11][CH2:12][CH2:13][C:14]([OH:16])=[O:15])[C@H:3]1/[CH:17]=[CH:18]/[C@@H:19]([OH:28])[CH2:20][CH2:21][C:22]1[CH:27]=[CH:26][CH:25]=[CH:24][CH:23]=1.[C:29](=O)([O-])[O-].[K+].[K+].IC. The catalyst class is: 9. Product: [OH:1][C@@H:2]1[CH2:6][C@H:5]([OH:7])[C@H:4]([CH2:8]/[CH:9]=[CH:10]\[CH2:11][CH2:12][CH2:13][C:14]([O:16][CH3:29])=[O:15])[C@H:3]1/[CH:17]=[CH:18]/[C@@H:19]([OH:28])[CH2:20][CH2:21][C:22]1[CH:23]=[CH:24][CH:25]=[CH:26][CH:27]=1. (2) Reactant: [CH:1]1([NH2:4])[CH2:3][CH2:2]1.Br[CH2:6][CH2:7][CH:8]([CH3:10])[CH3:9]. Product: [CH:1]1([NH:4][CH2:6][CH2:7][CH:8]([CH3:10])[CH3:9])[CH2:3][CH2:2]1. The catalyst class is: 18. (3) Reactant: [F:1][C:2]1([F:17])[CH2:7][N:6]([C:8]([O:10][C:11]([CH3:14])([CH3:13])[CH3:12])=[O:9])[C@H:5]([CH:15]=O)[CH2:4][CH2:3]1.C1(P(=[CH:37][C:38]([O:40][CH2:41][CH3:42])=[O:39])(C2C=CC=CC=2)C2C=CC=CC=2)C=CC=CC=1. Product: [CH2:41]([O:40][C:38](=[O:39])[CH:37]=[CH:15][C@@H:5]1[CH2:4][CH2:3][C:2]([F:17])([F:1])[CH2:7][N:6]1[C:8]([O:10][C:11]([CH3:14])([CH3:13])[CH3:12])=[O:9])[CH3:42]. The catalyst class is: 2. (4) Reactant: [CH2:1]([O:8][CH2:9][C@H:10]([NH:14][C:15]([O:17][C:18]([CH3:21])([CH3:20])[CH3:19])=[O:16])[C:11](O)=[O:12])[C:2]1[CH:7]=[CH:6][CH:5]=[CH:4][CH:3]=1.CN1CCOCC1.ClC(OCC(C)C)=O.[BH4-].[Na+]. Product: [CH2:1]([O:8][CH2:9][C@H:10]([NH:14][C:15](=[O:16])[O:17][C:18]([CH3:20])([CH3:19])[CH3:21])[CH2:11][OH:12])[C:2]1[CH:3]=[CH:4][CH:5]=[CH:6][CH:7]=1. The catalyst class is: 57.